Dataset: Full USPTO retrosynthesis dataset with 1.9M reactions from patents (1976-2016). Task: Predict the reactants needed to synthesize the given product. (1) Given the product [B:35]([C:2]1[CH:3]=[C:4]2[C:12](=[CH:13][CH:14]=1)[N:11]([C:15]1[CH:20]=[CH:19][CH:18]=[CH:17][CH:16]=1)[C:10]1[CH:9]=[C:8]3[C:21]([CH3:29])([CH3:28])[C:22]4[C:27]([C:7]3=[CH:6][C:5]2=1)=[CH:26][CH:25]=[CH:24][CH:23]=4)([OH:38])[OH:36], predict the reactants needed to synthesize it. The reactants are: Br[C:2]1[CH:3]=[C:4]2[C:12](=[CH:13][CH:14]=1)[N:11]([C:15]1[CH:20]=[CH:19][CH:18]=[CH:17][CH:16]=1)[C:10]1[CH:9]=[C:8]3[C:21]([CH3:29])([CH3:28])[C:22]4[C:27]([C:7]3=[CH:6][C:5]2=1)=[CH:26][CH:25]=[CH:24][CH:23]=4.[Li]CCCC.[B:35](OC)([O:38]C)[O:36]C. (2) The reactants are: [OH-:1].[K+].[Cl:3][C:4]1[CH:11]=[CH:10][CH:9]=[C:8](F)[C:5]=1[CH:6]=[O:7].Cl. Given the product [Cl:3][C:4]1[CH:11]=[CH:10][CH:9]=[C:8]([OH:1])[C:5]=1[CH:6]=[O:7], predict the reactants needed to synthesize it. (3) Given the product [Cl:44][C:43]1[C:38]([O:1][CH2:2][C:3]2[CH:4]=[C:5]([CH:24]=[C:25]([O:27][CH:28]([CH3:30])[CH3:29])[CH:26]=2)[CH2:6][O:7][C:8]2[CH:12]=[C:11]([CH2:13][CH2:14][C:15]([OH:17])=[O:16])[N:10]([C:18]3[CH:19]=[CH:20][CH:21]=[CH:22][CH:23]=3)[N:9]=2)=[N:39][CH:40]=[C:41]([C:45]([F:47])([F:46])[F:48])[CH:42]=1, predict the reactants needed to synthesize it. The reactants are: [OH:1][CH2:2][C:3]1[CH:4]=[C:5]([CH:24]=[C:25]([O:27][CH:28]([CH3:30])[CH3:29])[CH:26]=1)[CH2:6][O:7][C:8]1[CH:12]=[C:11]([CH2:13][CH2:14][C:15]([O-:17])=[O:16])[N:10]([C:18]2[CH:23]=[CH:22][CH:21]=[CH:20][CH:19]=2)[N:9]=1.CC(C)([O-])C.[K+].Cl[C:38]1[C:43]([Cl:44])=[CH:42][C:41]([C:45]([F:48])([F:47])[F:46])=[CH:40][N:39]=1.O1CCCC1CCO.[OH-].[Na+].Cl. (4) Given the product [OH:6][C:7]1[CH:8]=[C:9]2[C:14](=[CH:15][CH:16]=1)[CH:13]=[C:12]([C:17]1[N:22]=[CH:21][C:20]([C:23]([O:25][CH3:26])=[O:24])=[CH:19][CH:18]=1)[CH:11]=[CH:10]2, predict the reactants needed to synthesize it. The reactants are: B(Br)(Br)Br.C[O:6][C:7]1[CH:8]=[C:9]2[C:14](=[CH:15][CH:16]=1)[CH:13]=[C:12]([C:17]1[N:22]=[CH:21][C:20]([C:23]([O:25][CH3:26])=[O:24])=[CH:19][CH:18]=1)[CH:11]=[CH:10]2.[OH-].[Na+]. (5) Given the product [CH3:14][O:13][C:5]1[N:4]=[C:3]([CH3:2])[C:8]([NH2:9])=[CH:7][C:6]=1[CH3:12], predict the reactants needed to synthesize it. The reactants are: Br[CH:2](Br)[C:3]1[C:8]([N+:9]([O-])=O)=[CH:7][C:6]([CH3:12])=[C:5]([O:13][CH3:14])[N:4]=1.C(N(CC)CC)C. (6) Given the product [C:27]([O:31][C:32]([N:34]1[CH2:39][CH2:38][O:37][CH:36]([CH2:40][NH:41][C:24]([C:21]2[C:17]3[N:18]=[CH:19][N:20]=[C:15]([C:7]4[C:8]5[O:12][CH2:11][O:10][C:9]=5[CH:13]=[CH:14][C:6]=4[O:5][CH2:4][CH:1]4[CH2:2][CH2:3]4)[C:16]=3[NH:23][CH:22]=2)=[O:26])[CH2:35]1)=[O:33])([CH3:30])([CH3:29])[CH3:28], predict the reactants needed to synthesize it. The reactants are: [CH:1]1([CH2:4][O:5][C:6]2[CH:14]=[CH:13][C:9]3[O:10][CH2:11][O:12][C:8]=3[C:7]=2[C:15]2[C:16]3[NH:23][CH:22]=[C:21]([C:24]([OH:26])=O)[C:17]=3[N:18]=[CH:19][N:20]=2)[CH2:3][CH2:2]1.[C:27]([O:31][C:32]([N:34]1[CH2:39][CH2:38][O:37][CH:36]([CH2:40][NH2:41])[CH2:35]1)=[O:33])([CH3:30])([CH3:29])[CH3:28]. (7) Given the product [CH3:6][O:7][C:8]1[C:13]([NH2:14])=[CH:12][C:11]([C:17]2([CH3:20])[CH2:19][CH2:18]2)=[CH:10][C:9]=1[NH2:21], predict the reactants needed to synthesize it. The reactants are: O.O.[Sn](Cl)Cl.[CH3:6][O:7][C:8]1[C:13]([N+:14]([O-])=O)=[CH:12][C:11]([C:17]2([CH3:20])[CH2:19][CH2:18]2)=[CH:10][C:9]=1[N+:21]([O-])=O.[OH-].[Na+]. (8) Given the product [NH2:29][CH:25]1[CH2:26][CH2:27][CH2:28][N:23]([C:21]([C:6]2[CH:7]=[C:8]3[C:3](=[CH:4][CH:5]=2)[N:2]([CH3:1])[C:14]2[CH2:13][CH2:12][CH:11]([CH:15]4[CH2:16][CH2:17][O:18][CH2:19][CH2:20]4)[CH2:10][C:9]3=2)=[O:22])[CH2:24]1, predict the reactants needed to synthesize it. The reactants are: [CH3:1][N:2]1[C:14]2[CH2:13][CH2:12][CH:11]([CH:15]3[CH2:20][CH2:19][O:18][CH2:17][CH2:16]3)[CH2:10][C:9]=2[C:8]2[C:3]1=[CH:4][CH:5]=[C:6]([C:21]([N:23]1[CH2:28][CH2:27][CH2:26][CH:25]([NH:29]C(=O)OC(C)(C)C)[CH2:24]1)=[O:22])[CH:7]=2.Cl. (9) Given the product [CH3:1][N:2]([CH3:10])[C:3]1[CH:8]=[CH:7][CH:6]=[CH:5][C:4]=1[CH2:9][C:38]([C:39]1[CH:44]=[CH:43][CH:42]=[CH:41][CH:40]=1)([C:46]1[CH:51]=[CH:50][CH:49]=[CH:48][CH:47]=1)[OH:45], predict the reactants needed to synthesize it. The reactants are: [CH3:1][N:2]([CH3:10])[C:3]1[C:4]([CH3:9])=[CH:5][CH:6]=[CH:7][CH:8]=1.CC(C1C=CC=CC=1)=C.COC1CCCC1.CCCCCC.C([Li])CCC.[C:38]([C:46]1[CH:51]=[CH:50][CH:49]=[CH:48][CH:47]=1)(=[O:45])[C:39]1[CH:44]=[CH:43][CH:42]=[CH:41][CH:40]=1.C(O)(=O)C. (10) Given the product [F:1][C:2]([F:15])([F:14])[O:3][C:4]1[CH:9]=[CH:8][C:7]([S:10]([N:18]2[CH2:23][CH2:22][C:21](=[O:24])[CH2:20][CH2:19]2)(=[O:12])=[O:11])=[CH:6][CH:5]=1, predict the reactants needed to synthesize it. The reactants are: [F:1][C:2]([F:15])([F:14])[O:3][C:4]1[CH:9]=[CH:8][C:7]([S:10](Cl)(=[O:12])=[O:11])=[CH:6][CH:5]=1.Cl.O.[NH:18]1[CH2:23][CH2:22][C:21](=[O:24])[CH2:20][CH2:19]1.C(N(CC)C(C)C)(C)C.